From a dataset of Peptide-MHC class I binding affinity with 185,985 pairs from IEDB/IMGT. Regression. Given a peptide amino acid sequence and an MHC pseudo amino acid sequence, predict their binding affinity value. This is MHC class I binding data. (1) The peptide sequence is YWDQVTFFY. The MHC is HLA-A25:01 with pseudo-sequence HLA-A25:01. The binding affinity (normalized) is 0.0847. (2) The peptide sequence is LVGGREWSY. The MHC is HLA-B15:17 with pseudo-sequence HLA-B15:17. The binding affinity (normalized) is 0.303. (3) The peptide sequence is NSESGNSRY. The MHC is HLA-A03:01 with pseudo-sequence HLA-A03:01. The binding affinity (normalized) is 0.0847. (4) The peptide sequence is LLYLITNYL. The MHC is HLA-A02:01 with pseudo-sequence HLA-A02:01. The binding affinity (normalized) is 0.782. (5) The peptide sequence is ISRQIHWCW. The MHC is HLA-B15:17 with pseudo-sequence HLA-B15:17. The binding affinity (normalized) is 0.659. (6) The peptide sequence is STTVKAACWW. The MHC is HLA-B42:01 with pseudo-sequence HLA-B42:01. The binding affinity (normalized) is 0. (7) The peptide sequence is TEIMKICSTI. The MHC is Mamu-A11 with pseudo-sequence Mamu-A11. The binding affinity (normalized) is 0.980. (8) The peptide sequence is RVYEALYYV. The MHC is H-2-Dd with pseudo-sequence H-2-Dd. The binding affinity (normalized) is 0. (9) The peptide sequence is DNRTIISLNKY. The MHC is Mamu-B03 with pseudo-sequence Mamu-B03. The binding affinity (normalized) is 0. (10) The peptide sequence is LTSTVHKSV. The MHC is Mamu-A01 with pseudo-sequence Mamu-A01. The binding affinity (normalized) is 0.399.